From a dataset of Peptide-MHC class I binding affinity with 185,985 pairs from IEDB/IMGT. Regression. Given a peptide amino acid sequence and an MHC pseudo amino acid sequence, predict their binding affinity value. This is MHC class I binding data. (1) The peptide sequence is SAICSVVRR. The MHC is Patr-A0101 with pseudo-sequence Patr-A0101. The binding affinity (normalized) is 0.276. (2) The peptide sequence is SIDHCSSFIV. The MHC is HLA-A02:06 with pseudo-sequence HLA-A02:06. The binding affinity (normalized) is 0.685.